From a dataset of Reaction yield outcomes from USPTO patents with 853,638 reactions. Predict the reaction yield, written as a fraction of the theoretical maximum amount of product (1.0 means a 100% yield; for example, 0.34 means a 34% yield). (1) The reactants are [NH2:1][C:2]1[CH:18]=[C:17]([Cl:19])[C:5]([O:6][C:7]2[CH:8]=[C:9]([CH:14]([CH3:16])[CH3:15])[C:10](=[O:13])[NH:11][N:12]=2)=[C:4]([Cl:20])[CH:3]=1.O.[C:22]([OH:26])(=[O:25])[CH:23]=O.C(O)(=O)C.S([O-])([O-])(=O)=O.[Mg+2].C([BH3-])#N. The catalyst is C(Cl)Cl.CO. The product is [Cl:20][C:4]1[CH:3]=[C:2]([NH:1][CH2:23][C:22]([OH:26])=[O:25])[CH:18]=[C:17]([Cl:19])[C:5]=1[O:6][C:7]1[CH:8]=[C:9]([CH:14]([CH3:16])[CH3:15])[C:10](=[O:13])[NH:11][N:12]=1. The yield is 0.170. (2) The reactants are I[C:2]1[C:3]([NH2:17])=[N:4][C:5](=[O:16])[N:6]([CH:15]=1)[C@@H:7]1[O:14][C@H:11]([CH2:12][OH:13])[C@@H:9]([OH:10])[CH2:8]1.C(N(CC)CC)C.[F:25][C:26]([F:34])([F:33])[C:27]([NH:29][CH2:30][C:31]#[CH:32])=[O:28].N(CO[C@@H]1[C@@H](CO)O[C@@H](N2C=C(C#CCNC(=O)C(F)(F)F)C(=O)NC2=O)C1)=[N+]=[N-].C(=O)(O)[O-]. The catalyst is CN(C=O)C.[Cu]I. The product is [F:25][C:26]([F:34])([F:33])[C:27]([NH:29][CH2:30][C:31]#[C:32][C:2]1[C:3]([NH2:17])=[N:4][C:5](=[O:16])[N:6]([CH:15]=1)[C@@H:7]1[O:14][C@H:11]([CH2:12][OH:13])[C@@H:9]([OH:10])[CH2:8]1)=[O:28]. The yield is 1.00. (3) The reactants are Br[C:2]1[CH:3]=[CH:4][C:5]2[O:14][CH2:13][CH2:12][N:11]3[C:7](=[N:8][C:9]([C:15]4[C:16]([C:20]([F:23])([F:22])[F:21])=[N:17][NH:18][CH:19]=4)=[CH:10]3)[C:6]=2[CH:24]=1.[C:25]([N:29]1[CH2:34][CH2:33][CH:32]([SH:35])[CH2:31][CH2:30]1)([CH3:28])([CH3:27])[CH3:26].CC1(C)C2C(=C(P(C3C=CC=CC=3)C3C=CC=CC=3)C=CC=2)OC2C(P(C3C=CC=CC=3)C3C=CC=CC=3)=CC=CC1=2.CCN(C(C)C)C(C)C. The catalyst is O1CCOCC1.C1C=CC(/C=C/C(/C=C/C2C=CC=CC=2)=O)=CC=1.C1C=CC(/C=C/C(/C=C/C2C=CC=CC=2)=O)=CC=1.C1C=CC(/C=C/C(/C=C/C2C=CC=CC=2)=O)=CC=1.[Pd].[Pd]. The product is [C:25]([N:29]1[CH2:34][CH2:33][CH:32]([S:35][C:2]2[CH:3]=[CH:4][C:5]3[O:14][CH2:13][CH2:12][N:11]4[CH:10]=[C:9]([C:15]5[C:16]([C:20]([F:23])([F:22])[F:21])=[N:17][NH:18][CH:19]=5)[N:8]=[C:7]4[C:6]=3[CH:24]=2)[CH2:31][CH2:30]1)([CH3:28])([CH3:26])[CH3:27]. The yield is 0.310. (4) The reactants are [CH3:1][C:2]1[O:6][C:5]([C:7]2[CH:12]=[CH:11][CH:10]=[CH:9][CH:8]=2)=[N:4][C:3]=1[CH2:13][CH2:14][N:15]1[C:23]2[C:18](=[CH:19][C:20]([OH:24])=[CH:21][CH:22]=2)[CH:17]=[CH:16]1.C(=O)([O-])[O-].[Cs+].[Cs+].Br[CH:32]([C:37]1[CH:42]=[CH:41][CH:40]=[CH:39][CH:38]=1)[C:33]([O:35][CH3:36])=[O:34].Cl. The catalyst is CN(C=O)C.O. The product is [CH3:36][O:35][C:33](=[O:34])[CH:32]([O:24][C:20]1[CH:19]=[C:18]2[C:23](=[CH:22][CH:21]=1)[N:15]([CH2:14][CH2:13][C:3]1[N:4]=[C:5]([C:7]3[CH:12]=[CH:11][CH:10]=[CH:9][CH:8]=3)[O:6][C:2]=1[CH3:1])[CH:16]=[CH:17]2)[C:37]1[CH:38]=[CH:39][CH:40]=[CH:41][CH:42]=1. The yield is 0.850. (5) The reactants are Br[C:2]1[C:7]([O:8][CH3:9])=[N:6][CH:5]=[C:4]2[N:10]([CH2:13][O:14][CH2:15][CH2:16][Si:17]([CH3:20])([CH3:19])[CH3:18])[CH:11]=[CH:12][C:3]=12.C(OC(N1C2=CN=CC([C:37]3[CH:42]=[C:41]([C:43]([O:45][CH3:46])=[O:44])[CH:40]=[CH:39][C:38]=3[C:47]#[N:48])=C2C=C1)=O)(C)(C)C.P([O-])([O-])([O-])=O.[K+].[K+].[K+].O1CCOCC1. The catalyst is O. The product is [CH3:46][O:45][C:43](=[O:44])[C:41]1[CH:40]=[CH:39][C:38]([C:47]#[N:48])=[C:37]([C:2]2[C:7]([O:8][CH3:9])=[N:6][CH:5]=[C:4]3[N:10]([CH2:13][O:14][CH2:15][CH2:16][Si:17]([CH3:20])([CH3:19])[CH3:18])[CH:11]=[CH:12][C:3]=23)[CH:42]=1. The yield is 0.690. (6) The reactants are CC(C)([O-])C.[K+].[Cl:7][C:8]1[CH:9]=[CH:10][C:11]2[N:12]=[C:13]([NH2:23])[N:14]=[C:15](N3C=NC=N3)[C:16]=2[N:17]=1.[CH3:24][O:25][CH2:26][CH2:27][OH:28]. The catalyst is C(Cl)Cl. The product is [Cl:7][C:8]1[CH:9]=[CH:10][C:11]2[N:12]=[C:13]([NH2:23])[N:14]=[C:15]([O:28][CH2:27][CH2:26][O:25][CH3:24])[C:16]=2[N:17]=1. The yield is 0.900.